Dataset: Reaction yield outcomes from USPTO patents with 853,638 reactions. Task: Predict the reaction yield, written as a fraction of the theoretical maximum amount of product (1.0 means a 100% yield; for example, 0.34 means a 34% yield). (1) The reactants are [CH3:1][O:2][C:3](=[O:21])[CH2:4][CH2:5][C:6]1[CH:10]=[C:9]([CH3:11])[N:8]([CH2:12][C:13]2[CH:18]=[C:17]([Cl:19])[CH:16]=[CH:15][C:14]=2[OH:20])[N:7]=1.C(=O)([O-])[O-].[K+].[K+].Cl[CH2:29][CH:30]([CH2:33][CH3:34])[CH2:31][CH3:32].O. The catalyst is CN(C=O)C.[I-].C([N+](CCCC)(CCCC)CCCC)CCC. The product is [CH3:1][O:2][C:3](=[O:21])[CH2:4][CH2:5][C:6]1[CH:10]=[C:9]([CH3:11])[N:8]([CH2:12][C:13]2[CH:18]=[C:17]([Cl:19])[CH:16]=[CH:15][C:14]=2[O:20][CH2:29][CH:30]([CH2:33][CH3:34])[CH2:31][CH3:32])[N:7]=1. The yield is 0.840. (2) The reactants are [O:1]1[CH2:6][CH:5]=[C:4]([C:7]2[CH:12]=[CH:11][C:10]([N:13]3[CH:18]=[C:17]([O:19][CH3:20])[C:16](=[O:21])[C:15]([C:22]4[N:26]([C:27]5[CH:32]=[CH:31][CH:30]=[CH:29][CH:28]=5)[N:25]=[CH:24][CH:23]=4)=[N:14]3)=[C:9]([F:33])[CH:8]=2)[CH2:3][CH2:2]1.C1COCC1. The catalyst is [Pd].CO. The product is [F:33][C:9]1[CH:8]=[C:7]([CH:4]2[CH2:3][CH2:2][O:1][CH2:6][CH2:5]2)[CH:12]=[CH:11][C:10]=1[N:13]1[CH:18]=[C:17]([O:19][CH3:20])[C:16](=[O:21])[C:15]([C:22]2[N:26]([C:27]3[CH:28]=[CH:29][CH:30]=[CH:31][CH:32]=3)[N:25]=[CH:24][CH:23]=2)=[N:14]1. The yield is 0.850. (3) The reactants are [CH3:1][O:2][CH2:3][CH2:4][O:5][CH2:6][CH2:7][O:8][C:9](=[O:20])[C@H:10]([CH3:19])[NH:11][C:12]([O:14][C:15]([CH3:18])([CH3:17])[CH3:16])=[O:13].[CH3:21][O:22][CH2:23][CH2:24][O:25][CH2:26]COCCO.C(N[C@H](C(O)=O)C)(OC(C)(C)C)=O.C1CCC(N=C=NC2CCCCC2)CC1. The catalyst is ClCCl.CO. The product is [CH3:21][O:22][CH2:23][CH2:24][O:25][CH2:26][CH2:1][O:2][CH2:3][CH2:4][O:5][CH2:6][CH2:7][O:8][C:9](=[O:20])[C@H:10]([CH3:19])[NH:11][C:12]([O:14][C:15]([CH3:16])([CH3:18])[CH3:17])=[O:13]. The yield is 0.930. (4) The reactants are [NH2:1][C:2]1[CH:3]=[N:4][CH:5]=[C:6]([Br:8])[CH:7]=1.N1C=CC=CC=1.[C:15](Cl)(=[O:19])[CH:16]([CH3:18])[CH3:17]. The catalyst is C(Cl)Cl. The product is [Br:8][C:6]1[CH:7]=[C:2]([NH:1][C:15](=[O:19])[CH:16]([CH3:18])[CH3:17])[CH:3]=[N:4][CH:5]=1. The yield is 0.710. (5) No catalyst specified. The reactants are [CH3:1][O:2][C:3]1[CH:8]=[CH:7][CH:6]=[CH:5][C:4]=1[N:9]1[CH2:14][CH2:13][N:12]([CH2:15][CH2:16][CH2:17][CH2:18][NH2:19])[CH2:11][CH2:10]1.BrCCCCN1[C:29](=[O:30])[C:28]2=[CH:31][CH:32]=[CH:33][CH:34]=[C:27]2[C:26]1=[O:35].COC1C=CC=CC=1N1CCNCC1. The yield is 0.843. The product is [CH3:1][O:2][C:3]1[CH:8]=[CH:7][CH:6]=[CH:5][C:4]=1[N:9]1[CH2:10][CH2:11][N:12]([CH2:15][CH2:16][CH2:17][CH2:18][N:19]2[C:29](=[O:30])[C:28]3=[CH:31][CH:32]=[CH:33][CH:34]=[C:27]3[C:26]2=[O:35])[CH2:13][CH2:14]1. (6) The reactants are [N:1]([CH2:4][CH:5]1[CH2:9][C:8]2[CH:10]=[CH:11][CH:12]=[C:13]([C:14]3[CH:19]=[CH:18][C:17]([F:20])=[C:16]([Cl:21])[CH:15]=3)[C:7]=2[O:6]1)=[N+]=[N-]. The catalyst is [Pd]. The product is [Cl:21][C:16]1[CH:15]=[C:14]([C:13]2[C:7]3[O:6][CH:5]([CH2:4][NH2:1])[CH2:9][C:8]=3[CH:10]=[CH:11][CH:12]=2)[CH:19]=[CH:18][C:17]=1[F:20]. The yield is 0.380. (7) The product is [Si:33]([O:1][C:2]1[CH:27]=[CH:26][C:5]2[C:6](=[O:25])[N:7]([CH2:9][C:10]([N:12]3[CH2:17][CH2:16][N:15]([C:18]([O:20][C:21]([CH3:23])([CH3:22])[CH3:24])=[O:19])[CH2:14][CH2:13]3)=[O:11])[S:8][C:4]=2[CH:3]=1)([C:36]([CH3:39])([CH3:38])[CH3:37])([CH3:35])[CH3:34]. The yield is 0.320. The catalyst is CN(C1C=CN=CC=1)C.C(Cl)Cl. The reactants are [OH:1][C:2]1[CH:27]=[CH:26][C:5]2[C:6](=[O:25])[N:7]([CH2:9][C:10]([N:12]3[CH2:17][CH2:16][N:15]([C:18]([O:20][C:21]([CH3:24])([CH3:23])[CH3:22])=[O:19])[CH2:14][CH2:13]3)=[O:11])[S:8][C:4]=2[CH:3]=1.N1C=CN=C1.[Si:33](Cl)([C:36]([CH3:39])([CH3:38])[CH3:37])([CH3:35])[CH3:34]. (8) The yield is 0.840. The reactants are [Cl:1][C:2]1[CH:8]=[C:7]([I:9])[CH:6]=[CH:5][C:3]=1[NH2:4].[C:10](OC(=O)C)(=[O:12])[CH3:11]. The product is [Cl:1][C:2]1[CH:8]=[C:7]([I:9])[CH:6]=[CH:5][C:3]=1[NH:4][C:10](=[O:12])[CH3:11]. The catalyst is O1CCCC1. (9) The reactants are C([O:3][C:4]([C:6]1[CH:7]=[CH:8][N:9]2[CH2:14][CH2:13][O:12][CH2:11][C:10]=12)=[O:5])C.O.[OH-].[Na+]. The product is [CH2:11]1[C:10]2=[C:6]([C:4]([OH:5])=[O:3])[CH:7]=[CH:8][N:9]2[CH2:14][CH2:13][O:12]1. The catalyst is CO. The yield is 1.00. (10) The reactants are [N+:1]([C:4]1[CH:9]=[CH:8][C:7]([NH2:10])=[C:6]([C:11]([F:14])([F:13])[F:12])[CH:5]=1)([O-:3])=[O:2].[Cl:15]N1C(=O)CCC1=O.C(OCC)(=O)C. The yield is 0.750. The product is [Cl:15][C:8]1[CH:9]=[C:4]([N+:1]([O-:3])=[O:2])[CH:5]=[C:6]([C:11]([F:12])([F:13])[F:14])[C:7]=1[NH2:10]. The catalyst is C(#N)C.